From a dataset of Forward reaction prediction with 1.9M reactions from USPTO patents (1976-2016). Predict the product of the given reaction. (1) Given the reactants [Cl:1][C:2]1[C:7]([NH:8][NH2:9])=[N:6][CH:5]=[CH:4][N:3]=1.[F:10][C:11]([F:22])([F:21])[C:12](O[C:12](=[O:13])[C:11]([F:22])([F:21])[F:10])=[O:13], predict the reaction product. The product is: [Cl:1][C:2]1[C:7]([NH:8][NH:9][C:12](=[O:13])[C:11]([F:22])([F:21])[F:10])=[N:6][CH:5]=[CH:4][N:3]=1. (2) Given the reactants Cl.Cl.[CH3:3][N:4]([CH3:39])[CH2:5][CH2:6][N:7]([CH2:28][C:29]1[CH:34]=[CH:33][CH:32]=[CH:31][C:30]=1[C:35]([F:38])([F:37])[F:36])[C:8]([CH2:10][N:11]([C:18]1[CH:27]=[CH:26][CH:25]=[C:24]2[C:19]=1[CH2:20][CH2:21][NH:22][CH2:23]2)C(=O)C(F)(F)F)=[O:9].ClCC#N.CC(C)([O-])C.[Na+].[CH3:50][C:51]#[N:52], predict the reaction product. The product is: [C:51]([CH2:50][N:22]1[CH2:21][CH2:20][C:19]2[C:24](=[CH:25][CH:26]=[CH:27][C:18]=2[NH:11][CH2:10][C:8]([N:7]([CH2:6][CH2:5][N:4]([CH3:39])[CH3:3])[CH2:28][C:29]2[CH:34]=[CH:33][CH:32]=[CH:31][C:30]=2[C:35]([F:38])([F:37])[F:36])=[O:9])[CH2:23]1)#[N:52]. (3) Given the reactants [F:1][C:2]([F:22])([F:21])[C:3]1[CH:8]=[CH:7][C:6]([S:9]([N:12]2[CH2:16][C@@H:15]3[C@@H:17]([NH2:20])[CH2:18][CH2:19][C@@H:14]3[CH2:13]2)(=[O:11])=[O:10])=[CH:5][CH:4]=1.I[CH2:24][CH3:25].C(N(CC)CC)C, predict the reaction product. The product is: [CH2:24]([NH:20][C@@H:17]1[C@@H:15]2[C@@H:14]([CH2:13][N:12]([S:9]([C:6]3[CH:5]=[CH:4][C:3]([C:2]([F:1])([F:21])[F:22])=[CH:8][CH:7]=3)(=[O:10])=[O:11])[CH2:16]2)[CH2:19][CH2:18]1)[CH3:25].